From a dataset of Reaction yield outcomes from USPTO patents with 853,638 reactions. Predict the reaction yield, written as a fraction of the theoretical maximum amount of product (1.0 means a 100% yield; for example, 0.34 means a 34% yield). The reactants are C(N(CC)CC)C.[C:8](Cl)(=[O:13])[C:9]([CH3:12])([CH3:11])[CH3:10].[CH3:15][C:16]1[CH2:20][CH:19]=[C:18]([CH3:21])[C:17]=1[C:22]1[CH:27]=[CH:26][CH:25]=[CH:24][C:23]=1[NH2:28].Cl.C([O-])(O)=O.[Na+]. The yield is 0.930. No catalyst specified. The product is [CH3:21][C:18]1[CH2:19][CH:20]=[C:16]([CH3:15])[C:17]=1[C:22]1[CH:27]=[CH:26][CH:25]=[CH:24][C:23]=1[NH:28][C:8](=[O:13])[C:9]([CH3:12])([CH3:11])[CH3:10].